From a dataset of Catalyst prediction with 721,799 reactions and 888 catalyst types from USPTO. Predict which catalyst facilitates the given reaction. (1) Reactant: [I:1][C:2]1[CH:7]=[CH:6][C:5]([CH2:8][N:9]2[C:13]3[CH:14]([C:18](C([O-])=O)(C([O-])=O)[C:19]([O:21]C)=[O:20])[CH2:15][CH2:16][CH2:17][C:12]=3[N:11]=[C:10]2[CH:29]([CH3:31])[CH3:30])=[CH:4][CH:3]=1.[OH-].[Na+].C(O)(=O)C. Product: [C:19]([OH:21])(=[O:20])[CH3:18].[I:1][C:2]1[CH:3]=[CH:4][C:5]([CH2:8][N:9]2[C:13]3[CH:14]([CH2:18][C:19]([OH:21])=[O:20])[CH2:15][CH2:16][CH2:17][C:12]=3[N:11]=[C:10]2[CH:29]([CH3:31])[CH3:30])=[CH:6][CH:7]=1. The catalyst class is: 8. (2) Reactant: [C:1]([O:5][C:6]([NH:8][C@H:9]1[CH2:13][CH2:12][C@H:11]([C:14]([OH:16])=O)[CH2:10]1)=[O:7])([CH3:4])([CH3:3])[CH3:2].C1C=CC2N(O)N=[N:23][C:21]=2C=1.C(Cl)CCl.CN.C1COCC1. Product: [CH3:21][NH:23][C:14]([C@H:11]1[CH2:12][CH2:13][C@H:9]([NH:8][C:6](=[O:7])[O:5][C:1]([CH3:4])([CH3:3])[CH3:2])[CH2:10]1)=[O:16]. The catalyst class is: 39. (3) Reactant: [CH3:1][O:2][C:3]1[CH:19]=[CH:18][C:6]([CH2:7][S:8][C@H:9]2[CH2:13][NH:12][C@H:11]([CH2:14][CH2:15][CH2:16][OH:17])[CH2:10]2)=[CH:5][CH:4]=1.C(N([CH2:25][CH3:26])CC)C.[CH2:27]([O:31][C:32](Cl)=[O:33])[CH2:28][CH2:29][CH3:30]. Product: [CH2:27]([O:31][C:32]([N:12]1[CH2:13][C@H:9]([S:8][CH2:7][C:6]2[CH:5]=[CH:4][C:3]([O:2][CH3:1])=[CH:19][CH:18]=2)[CH2:10][C@H:11]1[CH2:14][CH2:15][CH2:16][O:17][C:32]([O:31][CH2:27][CH2:28][CH2:25][CH3:26])=[O:33])=[O:33])[CH2:28][CH2:29][CH3:30].[CH2:27]([O:31][C:32]([N:12]1[CH2:13][C@H:9]([S:8][CH2:7][C:6]2[CH:5]=[CH:4][C:3]([O:2][CH3:1])=[CH:19][CH:18]=2)[CH2:10][C@H:11]1[CH2:14][CH2:15][CH2:16][OH:17])=[O:33])[CH2:28][CH2:29][CH3:30]. The catalyst class is: 2. (4) Reactant: [NH2:1][CH:2]1[CH2:7][CH2:6][N:5]([C:8]([O:10][C:11]([CH3:14])([CH3:13])[CH3:12])=[O:9])[CH2:4][CH2:3]1.[C:15](OC(=O)C)(=[O:17])[CH3:16].C(N(CC)CC)C. Product: [C:15]([NH:1][CH:2]1[CH2:3][CH2:4][N:5]([C:8]([O:10][C:11]([CH3:14])([CH3:13])[CH3:12])=[O:9])[CH2:6][CH2:7]1)(=[O:17])[CH3:16]. The catalyst class is: 2. (5) Reactant: [H-].[Na+].[Cl:3][C:4]1[CH:9]=[C:8](Cl)[C:7]([N+:11]([O-:13])=[O:12])=[CH:6][N:5]=1.[CH3:14][O:15][C:16]1[CH:21]=[CH:20][C:19]([CH2:22][SH:23])=[CH:18][CH:17]=1. Product: [Cl:3][C:4]1[CH:9]=[C:8]([S:23][CH2:22][C:19]2[CH:20]=[CH:21][C:16]([O:15][CH3:14])=[CH:17][CH:18]=2)[C:7]([N+:11]([O-:13])=[O:12])=[CH:6][N:5]=1. The catalyst class is: 1.